From a dataset of Forward reaction prediction with 1.9M reactions from USPTO patents (1976-2016). Predict the product of the given reaction. (1) Given the reactants [CH:1]1([C:6]2([CH2:14][CH2:15][C:16]3[CH:21]=[C:20]([F:22])[C:19]([C:23]([CH3:27])([CH3:26])[C:24]#[N:25])=[C:18]([F:28])[CH:17]=3)[CH2:11][C:10]([OH:12])=[CH:9][C:8](=[O:13])[O:7]2)[CH2:5][CH2:4][CH2:3][CH2:2]1.[CH2:29]([C:31]1[CH:32]=[N:33][C:34]2[N:35]([N:37]=[C:38]([CH:40]=O)[N:39]=2)[CH:36]=1)[CH3:30], predict the reaction product. The product is: [CH:1]1([C:6]2([CH2:14][CH2:15][C:16]3[CH:21]=[C:20]([F:22])[C:19]([C:23]([CH3:26])([CH3:27])[C:24]#[N:25])=[C:18]([F:28])[CH:17]=3)[CH2:11][C:10]([OH:12])=[C:9]([CH2:40][C:38]3[N:39]=[C:34]4[N:33]=[CH:32][C:31]([CH2:29][CH3:30])=[CH:36][N:35]4[N:37]=3)[C:8](=[O:13])[O:7]2)[CH2:5][CH2:4][CH2:3][CH2:2]1. (2) Given the reactants C(OC(=O)[NH:7][C@@H:8]1[CH2:10][C@H:9]1[C:11]1[CH:16]=[CH:15][C:14]([CH:17]2[CH2:19][CH2:18]2)=[CH:13][CH:12]=1)(C)(C)C.C(O)(C(F)(F)F)=O, predict the reaction product. The product is: [CH:17]1([C:14]2[CH:15]=[CH:16][C:11]([C@@H:9]3[CH2:10][C@H:8]3[NH2:7])=[CH:12][CH:13]=2)[CH2:19][CH2:18]1. (3) Given the reactants [CH3:1][C:2]1[CH:7]=[CH:6][C:5]([S:8](Cl)(=[O:10])=[O:9])=[CH:4][CH:3]=1.[NH2:12][CH2:13][CH2:14][CH2:15][N:16]1[CH2:21][CH2:20][CH:19]([C:22]2[CH:23]=[C:24]([NH:28][C:29](=[O:33])[CH:30]([CH3:32])[CH3:31])[CH:25]=[CH:26][CH:27]=2)[CH2:18][CH2:17]1, predict the reaction product. The product is: [CH3:31][CH:30]([CH3:32])[C:29]([NH:28][C:24]1[CH:25]=[CH:26][CH:27]=[C:22]([CH:19]2[CH2:18][CH2:17][N:16]([CH2:15][CH2:14][CH2:13][NH:12][S:8]([C:5]3[CH:6]=[CH:7][C:2]([CH3:1])=[CH:3][CH:4]=3)(=[O:10])=[O:9])[CH2:21][CH2:20]2)[CH:23]=1)=[O:33]. (4) Given the reactants [O:1]=[C:2]1[CH2:10][C:9]2[C:4](=[CH:5][C:6]([C:11]([C:13]3[CH:14]=[C:15]([NH:19][C:20]([C:22]4[S:23][C:24]([C:27](=[O:29])[CH3:28])=[CH:25][CH:26]=4)=[O:21])[CH:16]=[CH:17][CH:18]=3)=[O:12])=[CH:7][CH:8]=2)[NH:3]1.[CH:30](OCC)=[O:31].[O-]CC.[Na+].Cl, predict the reaction product. The product is: [OH:31][CH:30]=[C:10]1[C:9]2[C:4](=[CH:5][C:6]([C:11]([C:13]3[CH:14]=[C:15]([NH:19][C:20]([C:22]4[S:23][C:24]([C:27](=[O:29])[CH3:28])=[CH:25][CH:26]=4)=[O:21])[CH:16]=[CH:17][CH:18]=3)=[O:12])=[CH:7][CH:8]=2)[NH:3][C:2]1=[O:1]. (5) Given the reactants [C:1]([C:3]([NH:8]C(=O)OCC1C=CC=CC=1)([CH2:5][CH2:6][F:7])[CH3:4])#[N:2].[Cl:19]CCl.C1CCCCC1, predict the reaction product. The product is: [ClH:19].[ClH:19].[F:7][CH2:6][CH2:5][C:3]([CH3:4])([NH2:8])[CH2:1][NH2:2]. (6) Given the reactants [OH:1][CH2:2][C:3]#[C:4][C:5]1[CH:6]=[C:7]2[C:12](=[CH:13][CH:14]=1)[N:11]=[CH:10][N:9]=[C:8]2[N:15]1[CH2:19][CH2:18][CH:17]([O:20][C:21](=[O:32])[NH:22][C:23]2[CH:28]=[CH:27][C:26]([CH:29]([CH3:31])[CH3:30])=[CH:25][CH:24]=2)[CH2:16]1.[CH3:33][S:34](Cl)(=[O:36])=[O:35], predict the reaction product. The product is: [CH:29]([C:26]1[CH:25]=[CH:24][C:23]([NH:22][C:21]([O:20][CH:17]2[CH2:18][CH2:19][N:15]([C:8]3[C:7]4[C:12](=[CH:13][CH:14]=[C:5]([C:4]#[C:3][CH2:2][O:1][S:34]([CH3:33])(=[O:36])=[O:35])[CH:6]=4)[N:11]=[CH:10][N:9]=3)[CH2:16]2)=[O:32])=[CH:28][CH:27]=1)([CH3:30])[CH3:31]. (7) Given the reactants [C:1]([N:5]1[C:9]([C:10]2[CH:15]=[CH:14][C:13]([O:16][CH3:17])=[CH:12][CH:11]=2)=[C:8]([C:18](=[O:20])[CH3:19])[CH:7]=[N:6]1)([CH3:4])([CH3:3])[CH3:2].[Br-:21].[Br-].[Br-].C[N+](C)(C)C1C=CC=CC=1.C[N+](C1C=CC=CC=1)(C)C.C[N+](C1C=CC=CC=1)(C)C, predict the reaction product. The product is: [Br:21][CH2:19][C:18]([C:8]1[CH:7]=[N:6][N:5]([C:1]([CH3:4])([CH3:3])[CH3:2])[C:9]=1[C:10]1[CH:11]=[CH:12][C:13]([O:16][CH3:17])=[CH:14][CH:15]=1)=[O:20]. (8) Given the reactants [CH3:1][S:2]([C:5]1[CH:10]=[CH:9][C:8]([N+:11]([O-])=O)=[CH:7][CH:6]=1)(=[O:4])=[O:3], predict the reaction product. The product is: [CH3:1][S:2]([C:5]1[CH:10]=[CH:9][C:8]([NH2:11])=[CH:7][CH:6]=1)(=[O:3])=[O:4]. (9) Given the reactants [ClH:1].[CH:2]([C:4]1[CH:13]=[CH:12][C:7]([C:8]([O:10]C)=[O:9])=[CH:6][C:5]=1[N+:14]([O-])=O)=O.[C:17]([C:20]1[CH:25]=[CH:24][CH:23]=[CH:22][CH:21]=1)(=O)[CH3:18].[OH-].[K+], predict the reaction product. The product is: [ClH:1].[C:20]1([C:17]2[CH:18]=[CH:2][C:4]3[C:5](=[CH:6][C:7]([C:8]([OH:10])=[O:9])=[CH:12][CH:13]=3)[N:14]=2)[CH:25]=[CH:24][CH:23]=[CH:22][CH:21]=1.[ClH:1]. (10) Given the reactants [CH3:1][O:2][C:3]1[CH:8]=[CH:7][C:6]([NH:9][C:10]2[CH:15]=[C:14]([O:16][C:17]3[CH:22]=[CH:21][C:20]([N+:23]([O-])=O)=[CH:19][CH:18]=3)[N:13]=[CH:12][N:11]=2)=[CH:5][CH:4]=1.CO.C(Cl)Cl, predict the reaction product. The product is: [NH2:23][C:20]1[CH:21]=[CH:22][C:17]([O:16][C:14]2[N:13]=[CH:12][N:11]=[C:10]([NH:9][C:6]3[CH:7]=[CH:8][C:3]([O:2][CH3:1])=[CH:4][CH:5]=3)[CH:15]=2)=[CH:18][CH:19]=1.